Predict the reactants needed to synthesize the given product. From a dataset of Full USPTO retrosynthesis dataset with 1.9M reactions from patents (1976-2016). (1) Given the product [C:31]1([O:30][C:29](=[O:37])[NH:13][C:11]2[CH:10]=[N:9][N:8]([CH2:7][C:6]3[CH:14]=[CH:15][C:3]([F:2])=[CH:4][CH:5]=3)[CH:12]=2)[CH:36]=[CH:35][CH:34]=[CH:33][CH:32]=1, predict the reactants needed to synthesize it. The reactants are: Cl.[F:2][C:3]1[CH:15]=[CH:14][C:6]([CH2:7][N:8]2[CH:12]=[C:11]([NH2:13])[CH:10]=[N:9]2)=[CH:5][CH:4]=1.N1(CC2C=CC(N[C:29](=[O:37])[O:30][C:31]3[CH:36]=[CH:35][CH:34]=[CH:33][CH:32]=3)=CC=2)C=CC=N1. (2) Given the product [NH2:16][C:17]1[C:18]([C:29]([NH2:31])=[O:30])=[N:19][C:20]([CH:23]2[CH2:28][CH2:27][N:26]([C:2]3[N:7]=[C:6]([Cl:8])[N:5]=[C:4]([O:9][CH2:10][C@H:11]4[CH2:13][C@H:12]4[C:14]#[N:15])[N:3]=3)[CH2:25][CH2:24]2)=[CH:21][CH:22]=1, predict the reactants needed to synthesize it. The reactants are: Cl[C:2]1[N:7]=[C:6]([Cl:8])[N:5]=[C:4]([O:9][CH2:10][C@H:11]2[CH2:13][C@H:12]2[C:14]#[N:15])[N:3]=1.[NH2:16][C:17]1[C:18]([C:29]([NH2:31])=[O:30])=[N:19][C:20]([CH:23]2[CH2:28][CH2:27][NH:26][CH2:25][CH2:24]2)=[CH:21][CH:22]=1.CCN(C(C)C)C(C)C.CCOC(C)=O. (3) The reactants are: [F:1][C:2]([F:26])([F:25])[O:3][C:4]1[CH:9]=[CH:8][C:7]([C:10]2([CH:19]3[CH2:24][CH2:23][NH:22][CH2:21][CH2:20]3)[O:14][C:13]3[CH:15]=[CH:16][CH:17]=[CH:18][C:12]=3[O:11]2)=[CH:6][CH:5]=1.O=[C:28]([CH3:42])[CH2:29][CH2:30][N:31]1C(=O)C2C(=CC=CC=2)C1=O. Given the product [F:26][C:2]([F:1])([F:25])[O:3][C:4]1[CH:5]=[CH:6][C:7]([C:10]2([CH:19]3[CH2:20][CH2:21][N:22]([CH:28]([CH3:42])[CH2:29][CH2:30][NH2:31])[CH2:23][CH2:24]3)[O:14][C:13]3[CH:15]=[CH:16][CH:17]=[CH:18][C:12]=3[O:11]2)=[CH:8][CH:9]=1, predict the reactants needed to synthesize it. (4) Given the product [CH:22]1([C:2]2[CH:7]=[C:6]([CH2:8][OH:10])[C:5]([O:12][CH2:13][CH3:14])=[CH:4][C:3]=2[C:15]2[CH:20]=[CH:19][C:18]([F:21])=[CH:17][CH:16]=2)[CH2:24][CH2:23]1, predict the reactants needed to synthesize it. The reactants are: Br[C:2]1[CH:7]=[C:6]([C:8]([O:10]C)=O)[C:5]([O:12][CH2:13][CH3:14])=[CH:4][C:3]=1[C:15]1[CH:20]=[CH:19][C:18]([F:21])=[CH:17][CH:16]=1.[CH:22]1(B(O)O)[CH2:24][CH2:23]1.C1(P(C2CCCCC2)C2C=CC=CC=2C2C(OC)=CC=CC=2OC)CCCCC1.C(=O)([O-])[O-].[Na+].[Na+]. (5) The reactants are: [Na+].[S:2]([O-:16])(=[O:15])([C:4]1[C:14]2[C:9](=[CH:10][CH:11]=[CH:12][CH:13]=2)[C:7]([NH2:8])=[CH:6][CH:5]=1)=[O:3]. Given the product [S:2]([OH:16])(=[O:15])([C:4]1[C:14]2[C:9](=[CH:10][CH:11]=[CH:12][CH:13]=2)[C:7]([NH2:8])=[CH:6][CH:5]=1)=[O:3], predict the reactants needed to synthesize it. (6) Given the product [Br:4][C:5]1[CH:11]=[CH:10][CH:9]=[CH:8][C:6]=1[NH:7][C:12](=[O:17])[C:13]([CH3:16])([CH3:15])[CH3:14], predict the reactants needed to synthesize it. The reactants are: C(Cl)Cl.[Br:4][C:5]1[CH:11]=[CH:10][CH:9]=[CH:8][C:6]=1[NH2:7].[C:12](Cl)(=[O:17])[C:13]([CH3:16])([CH3:15])[CH3:14]. (7) Given the product [CH3:20][O:19][C:16]1[CH:17]=[CH:18][C:13]([C:11]2[N:2]=[N:1][C:5]([OH:6])=[CH:4][CH:10]=2)=[CH:14][CH:15]=1, predict the reactants needed to synthesize it. The reactants are: [NH2:1][NH2:2].O[CH:4]([CH2:10][C:11]([C:13]1[CH:18]=[CH:17][C:16]([O:19][CH3:20])=[CH:15][CH:14]=1)=O)[C:5](OCC)=[O:6]. (8) Given the product [F:20][C@H:21]1[CH2:23][C@H:22]1[C:24]([NH:18][C:13]1[N:14]=[CH:15][C:16]2[C:11]([CH:12]=1)=[CH:10][CH:9]=[C:8]([C:4]1[CH:5]=[N:6][CH:7]=[C:2]([F:1])[C:3]=1[CH3:19])[CH:17]=2)=[O:25], predict the reactants needed to synthesize it. The reactants are: [F:1][C:2]1[C:3]([CH3:19])=[C:4]([C:8]2[CH:17]=[C:16]3[C:11]([CH:12]=[C:13]([NH2:18])[N:14]=[CH:15]3)=[CH:10][CH:9]=2)[CH:5]=[N:6][CH:7]=1.[F:20][C@H:21]1[CH2:23][C@H:22]1[C:24](O)=[O:25].F[P-](F)(F)(F)(F)F.N1(O[P+](N2CCCC2)(N2CCCC2)N2CCCC2)C2N=CC=CC=2N=N1.C(N(CC)C(C)C)(C)C.CN(C)C=O. (9) Given the product [C:1]([C:5]([CH:8]([O:11][C:12]([CH:15]([C:18]([C:21]([O-:23])=[O:22])([F:19])[F:20])[F:16])([F:13])[F:14])[F:9])([F:7])[F:6])([F:4])([F:3])[F:2].[NH4+:45], predict the reactants needed to synthesize it. The reactants are: [C:1]([C:5]([C:8]([O:11][C:12]([C:15]([C:18]([C:21]([OH:23])=[O:22])([F:20])[F:19])(F)[F:16])([F:14])[F:13])(F)[F:9])([F:7])[F:6])([F:4])([F:3])[F:2].C(C(C(OC(C(C(C(O)=O)(F)F)F)(F)F)F)(F)F)(F)(F)F.[NH3:45].C(C(C(OC(C(C(C([O-])=O)(F)F)(F)F)(F)F)(F)F)(F)F)(F)(F)F.[NH4+]. (10) Given the product [CH3:13][O:14][N:15]=[CH:6][C:5]1[CH:8]=[CH:9][C:2]([F:1])=[CH:3][C:4]=1[S:10][CH3:11], predict the reactants needed to synthesize it. The reactants are: [F:1][C:2]1[CH:9]=[CH:8][C:5]([CH:6]=O)=[C:4]([S:10][CH3:11])[CH:3]=1.Cl.[CH3:13][O:14][NH2:15].C([O-])(=O)C.[Na+].O.